This data is from Full USPTO retrosynthesis dataset with 1.9M reactions from patents (1976-2016). The task is: Predict the reactants needed to synthesize the given product. (1) Given the product [Br:1][C:2]1[C:3]([CH3:12])=[C:4]([NH2:9])[CH:5]=[C:6]([F:8])[CH:7]=1, predict the reactants needed to synthesize it. The reactants are: [Br:1][C:2]1[CH:7]=[C:6]([F:8])[CH:5]=[C:4]([N+:9]([O-])=O)[C:3]=1[CH3:12].Cl. (2) The reactants are: Cl[C:2]1[CH:7]=[C:6]([O:8][CH3:9])[CH:5]=[CH:4][N:3]=1.[CH2:10]([O:17][C:18]1[C:23]([CH:24]=[O:25])=[CH:22][CH:21]=[CH:20][C:19]=1B(O)O)[C:11]1[CH:16]=[CH:15][CH:14]=[CH:13][CH:12]=1. Given the product [CH2:10]([O:17][C:18]1[C:19]([C:2]2[CH:7]=[C:6]([O:8][CH3:9])[CH:5]=[CH:4][N:3]=2)=[CH:20][CH:21]=[CH:22][C:23]=1[CH:24]=[O:25])[C:11]1[CH:12]=[CH:13][CH:14]=[CH:15][CH:16]=1, predict the reactants needed to synthesize it. (3) Given the product [C:11]([S:15][C:16]1[C:17]2[S:24][CH:23]=[C:22]([C:25]3[CH2:29][CH:28]([CH2:32][OH:31])[C:27](=[O:30])[CH:26]=3)[C:18]=2[N:19]=[CH:20][N:21]=1)([CH3:14])([CH3:12])[CH3:13], predict the reactants needed to synthesize it. The reactants are: C[Si]([N-][Si](C)(C)C)(C)C.[Li+].[C:11]([S:15][C:16]1[C:17]2[S:24][CH:23]=[C:22]([C:25]3[CH2:29][CH2:28][C:27](=[O:30])[CH:26]=3)[C:18]=2[N:19]=[CH:20][N:21]=1)([CH3:14])([CH3:13])[CH3:12].[OH:31][CH2:32]N1C2C=CC=CC=2N=N1. (4) Given the product [F:1][C:2]1[CH:7]=[C:6]([I:8])[CH:5]=[CH:4][C:3]=1[NH:9][C:10]1[CH:18]=[N:17][CH:16]=[CH:15][C:11]=1[C:12]([NH:27][CH2:26][CH2:25][CH2:24][N:19]1[CH:23]=[CH:22][N:21]=[CH:20]1)=[O:14], predict the reactants needed to synthesize it. The reactants are: [F:1][C:2]1[CH:7]=[C:6]([I:8])[CH:5]=[CH:4][C:3]=1[NH:9][C:10]1[CH:18]=[N:17][CH:16]=[CH:15][C:11]=1[C:12]([OH:14])=O.[N:19]1([CH2:24][CH2:25][CH2:26][NH2:27])[CH:23]=[CH:22][N:21]=[CH:20]1.